From a dataset of Forward reaction prediction with 1.9M reactions from USPTO patents (1976-2016). Predict the product of the given reaction. (1) Given the reactants [F:1][C:2]([F:12])([F:11])[C:3]1[CH:8]=[CH:7][C:6]([NH:9][NH2:10])=[CH:5][CH:4]=1.[Na].[C:14](OCC)(=[O:23])[CH2:15][C:16]([C:18]([O:20][CH2:21][CH3:22])=[O:19])=O, predict the reaction product. The product is: [CH2:21]([O:20][C:18]([C:16]1[CH:15]=[C:14]([OH:23])[N:9]([C:6]2[CH:5]=[CH:4][C:3]([C:2]([F:11])([F:12])[F:1])=[CH:8][CH:7]=2)[N:10]=1)=[O:19])[CH3:22]. (2) The product is: [ClH:1].[Cl:1][C:2]1[CH:7]=[CH:6][CH:5]=[CH:4][C:3]=1[N:8]1[C:12]([S:13]([C:16]2[CH:21]=[CH:20][CH:19]=[CH:18][N:17]=2)(=[O:14])=[O:15])=[CH:11][C:10]([CH2:22][NH:23][CH3:24])=[N:9]1. Given the reactants [Cl:1][C:2]1[CH:7]=[CH:6][CH:5]=[CH:4][C:3]=1[N:8]1[C:12]([S:13]([C:16]2[CH:21]=[CH:20][CH:19]=[CH:18][N:17]=2)(=[O:15])=[O:14])=[CH:11][C:10]([CH2:22][N:23](C)[C:24](=O)OC(C)(C)C)=[N:9]1.C(OCC)(=O)C.Cl, predict the reaction product. (3) Given the reactants [OH:1][C:2]12[C:13]3[C:8](=[C:9]([N+:14]([O-])=O)[CH:10]=[CH:11][CH:12]=3)[C:7](=[O:17])[C:6]1([NH:18][C:19]([C:21]1[C:29]3[C:24](=[CH:25][CH:26]=[CH:27][CH:28]=3)[NH:23][N:22]=1)=[O:20])[C:5]1[CH:30]=[CH:31][C:32]([CH:34]([CH3:36])[CH3:35])=[CH:33][C:4]=1[O:3]2.O, predict the reaction product. The product is: [NH2:14][C:9]1[CH:10]=[CH:11][CH:12]=[C:13]2[C:8]=1[C:7](=[O:17])[C:6]1([NH:18][C:19]([C:21]3[C:29]4[C:24](=[CH:25][CH:26]=[CH:27][CH:28]=4)[NH:23][N:22]=3)=[O:20])[C:5]3[CH:30]=[CH:31][C:32]([CH:34]([CH3:36])[CH3:35])=[CH:33][C:4]=3[O:3][C:2]12[OH:1]. (4) Given the reactants [CH:1]1([C@@H:4]([C:10]2[CH:15]=[CH:14][CH:13]=[C:12]([O:16][CH2:17][C:18]3[CH:23]=[N:22][C:21]([C:24]4[CH:29]=[C:28]([O:30][CH3:31])[CH:27]=[CH:26][C:25]=4[F:32])=[C:20]([C:33]4[CH:38]=[CH:37][C:36]([CH:39]([CH3:41])[CH3:40])=[CH:35][CH:34]=4)[N:19]=3)[CH:11]=2)[CH2:5][C:6]([O:8]C)=[O:7])[CH2:3][CH2:2]1.O[Li].O, predict the reaction product. The product is: [CH:1]1([C@@H:4]([C:10]2[CH:15]=[CH:14][CH:13]=[C:12]([O:16][CH2:17][C:18]3[CH:23]=[N:22][C:21]([C:24]4[CH:29]=[C:28]([O:30][CH3:31])[CH:27]=[CH:26][C:25]=4[F:32])=[C:20]([C:33]4[CH:34]=[CH:35][C:36]([CH:39]([CH3:41])[CH3:40])=[CH:37][CH:38]=4)[N:19]=3)[CH:11]=2)[CH2:5][C:6]([OH:8])=[O:7])[CH2:2][CH2:3]1. (5) Given the reactants O1CCCC1.[S:6]([CH2:9][CH2:10][CH2:11][CH2:12][CH2:13][O:14][C:15]1[CH:20]=[C:19]([S:21][CH2:22][C:23]([F:26])([F:25])[F:24])[C:18]([Cl:27])=[CH:17][C:16]=1[F:28])C#N.[F:29][C:30]([Si](C)(C)C)([F:32])[F:31].[F-].C([N+](CCCC)(CCCC)CCCC)CCC, predict the reaction product. The product is: [F:29][C:30]([F:32])([F:31])[S:6][CH2:9][CH2:10][CH2:11][CH2:12][CH2:13][O:14][C:15]1[CH:20]=[C:19]([S:21][CH2:22][C:23]([F:26])([F:24])[F:25])[C:18]([Cl:27])=[CH:17][C:16]=1[F:28]. (6) Given the reactants [OH:1][C:2]1[CH:3]=[C:4]([CH:15]=[CH:16][CH:17]=1)[O:5][C:6]1[CH:14]=[CH:13][C:9]([C:10]([OH:12])=[O:11])=[CH:8][CH:7]=1.[F:18][C:19]([F:31])([F:30])[S:20]([C:23]1[CH:28]=[CH:27][C:26](Cl)=[CH:25][CH:24]=1)(=[O:22])=[O:21].C(=O)([O-])[O-].[K+].[K+].O, predict the reaction product. The product is: [F:30][C:19]([F:18])([F:31])[S:20]([C:23]1[CH:28]=[CH:27][C:26]([O:1][C:2]2[CH:3]=[C:4]([CH:15]=[CH:16][CH:17]=2)[O:5][C:6]2[CH:14]=[CH:13][C:9]([C:10]([OH:12])=[O:11])=[CH:8][CH:7]=2)=[CH:25][CH:24]=1)(=[O:21])=[O:22].